This data is from Full USPTO retrosynthesis dataset with 1.9M reactions from patents (1976-2016). The task is: Predict the reactants needed to synthesize the given product. (1) The reactants are: [C:1]([O:5][C:6]([NH:8][CH2:9][CH2:10][C:11]1[C:19]2[C:14](=[CH:15][CH:16]=[C:17]([O:20][CH3:21])[CH:18]=2)[NH:13][C:12]=1[C:22](O)=[O:23])=[O:7])([CH3:4])([CH3:3])[CH3:2].[CH:25]([N:28](C(C)C)CC)(C)C.Cl.CN.F[P-](F)(F)(F)(F)F.N1(OC(N(C)C)=[N+](C)C)C2N=CC=CC=2N=N1. Given the product [CH3:21][O:20][C:17]1[CH:18]=[C:19]2[C:14](=[CH:15][CH:16]=1)[NH:13][C:12]([C:22](=[O:23])[NH:28][CH3:25])=[C:11]2[CH2:10][CH2:9][NH:8][C:6](=[O:7])[O:5][C:1]([CH3:4])([CH3:2])[CH3:3], predict the reactants needed to synthesize it. (2) Given the product [F:19][C:20]([F:30])([F:31])[C:21]1[CH:22]=[C:23]([C:24]([NH:1][C:2]2[CH:7]=[CH:6][C:5]([C@@H:8]3[CH2:10][C@H:9]3[NH:11][C:12](=[O:18])[O:13][C:14]([CH3:15])([CH3:17])[CH3:16])=[CH:4][CH:3]=2)=[O:25])[CH:27]=[CH:28][CH:29]=1, predict the reactants needed to synthesize it. The reactants are: [NH2:1][C:2]1[CH:7]=[CH:6][C:5]([C@@H:8]2[CH2:10][C@H:9]2[NH:11][C:12](=[O:18])[O:13][C:14]([CH3:17])([CH3:16])[CH3:15])=[CH:4][CH:3]=1.[F:19][C:20]([F:31])([F:30])[C:21]1[CH:22]=[C:23]([CH:27]=[CH:28][CH:29]=1)[C:24](Cl)=[O:25].C(N(CC)CC)C.O. (3) Given the product [C:15]1([C:12]2([NH:11][C:9]3[C:5]([C:6]([NH2:8])=[O:7])=[CH:4][N:3]=[C:2]([NH:21][C:22]4[CH:23]=[CH:24][C:25]([N:28]5[CH2:29][CH2:30][N:31]([C:34](=[O:37])[CH2:35][CH3:36])[CH2:32][CH2:33]5)=[CH:26][CH:27]=4)[CH:10]=3)[CH2:14][CH2:13]2)[CH:20]=[CH:19][CH:18]=[CH:17][CH:16]=1, predict the reactants needed to synthesize it. The reactants are: Cl[C:2]1[CH:10]=[C:9]([NH:11][C:12]2([C:15]3[CH:20]=[CH:19][CH:18]=[CH:17][CH:16]=3)[CH2:14][CH2:13]2)[C:5]([C:6]([NH2:8])=[O:7])=[CH:4][N:3]=1.[NH2:21][C:22]1[CH:27]=[CH:26][C:25]([N:28]2[CH2:33][CH2:32][N:31]([C:34](=[O:37])[CH2:35][CH3:36])[CH2:30][CH2:29]2)=[CH:24][CH:23]=1.C1C=CC(P(C2C(C3C(P(C4C=CC=CC=4)C4C=CC=CC=4)=CC=C4C=3C=CC=C4)=C3C(C=CC=C3)=CC=2)C2C=CC=CC=2)=CC=1.C([O-])([O-])=O.[Cs+].[Cs+]. (4) Given the product [CH3:1][O:2][C:3]1[CH:4]=[C:5]([CH:11]2[C:15]([CH3:16])=[N:30][NH:29][C:13](=[O:14])[CH:12]2[C:19]2[C:24]([F:25])=[CH:23][C:22]([F:26])=[CH:21][C:20]=2[F:27])[CH:6]=[C:7]([O:9][CH3:10])[CH:8]=1, predict the reactants needed to synthesize it. The reactants are: [CH3:1][O:2][C:3]1[CH:4]=[C:5]([C:11]2[C:15](O)([CH3:16])[O:14][C:13](=O)[C:12]=2[C:19]2[C:24]([F:25])=[CH:23][C:22]([F:26])=[CH:21][C:20]=2[F:27])[CH:6]=[C:7]([O:9][CH3:10])[CH:8]=1.O.[NH2:29][NH2:30]. (5) Given the product [Br:1][C:2]1[C:3]([NH:8][C:17](=[O:16])[O:19][C:20]([CH3:23])([CH3:22])[CH3:21])=[CH:4][N:5]=[N:6][CH:7]=1, predict the reactants needed to synthesize it. The reactants are: [Br:1][C:2]1[C:3]([NH2:8])=[CH:4][N:5]=[N:6][CH:7]=1.C(N(CC)CC)C.[O:16](C(OC(C)(C)C)=O)[C:17]([O:19][C:20]([CH3:23])([CH3:22])[CH3:21])=O. (6) Given the product [N:1]1[CH:6]=[CH:5][N:4]=[C:3]2[S:7][C:8]([CH2:10][OH:11])=[CH:9][C:2]=12, predict the reactants needed to synthesize it. The reactants are: [N:1]1[CH:6]=[CH:5][N:4]=[C:3]2[S:7][C:8]([C:10](OCC)=[O:11])=[CH:9][C:2]=12.[BH4-].[Na+]. (7) Given the product [Br:16][C:5]1[C:6]2[C@H:14]3[C@:10]([CH3:15])([CH2:11][NH:12][CH2:13]3)[O:9][CH2:8][C:7]=2[C:2]([Cl:1])=[CH:3][CH:4]=1, predict the reactants needed to synthesize it. The reactants are: [Cl:1][C:2]1[C:7]2[CH2:8][O:9][C@:10]3([CH3:15])[C@H:14]([C:6]=2[CH:5]=[CH:4][CH:3]=1)[CH2:13][NH:12][CH2:11]3.[Br:16]N1C(=O)CCC1=O.